Predict the reaction yield, written as a fraction of the theoretical maximum amount of product (1.0 means a 100% yield; for example, 0.34 means a 34% yield). From a dataset of Reaction yield outcomes from USPTO patents with 853,638 reactions. The reactants are [NH2:1][C@H:2]([C:13]([OH:15])=[O:14])[CH2:3][C:4]1[C:12]2[C:7](=[CH:8][CH:9]=[CH:10][CH:11]=2)[NH:6][CH:5]=1.C([O-])(O)=O.[Na+].O=C1CCC(=O)N1[O:28][C:29](=O)[CH2:30][CH2:31][CH2:32][C:33]1[CH:38]=[CH:37][CH:36]=[CH:35][CH:34]=1.C(#N)C. The catalyst is O. The product is [NH:6]1[C:7]2[C:12](=[CH:11][CH:10]=[CH:9][CH:8]=2)[C:4]([CH2:3][C@H:2]([NH:1][C:29](=[O:28])[CH2:30][CH2:31][CH2:32][C:33]2[CH:38]=[CH:37][CH:36]=[CH:35][CH:34]=2)[C:13]([OH:15])=[O:14])=[CH:5]1. The yield is 0.950.